Dataset: Full USPTO retrosynthesis dataset with 1.9M reactions from patents (1976-2016). Task: Predict the reactants needed to synthesize the given product. (1) Given the product [NH2:1][C:2]1[C:3]([Cl:25])=[C:4]([C:7]([C:10]2[CH:15]=[CH:14][C:13]([Cl:16])=[CH:12][C:11]=2[Cl:17])=[CH:8][N:9]=1)[C:5]#[N:6], predict the reactants needed to synthesize it. The reactants are: [NH2:1][C:2]1[CH:3]=[C:4]([C:7]([C:10]2[CH:15]=[CH:14][C:13]([Cl:16])=[CH:12][C:11]=2[Cl:17])=[CH:8][N:9]=1)[C:5]#[N:6].C1C(=O)N([Cl:25])C(=O)C1.CCOC(C)=O. (2) Given the product [OH:18][CH2:19][CH2:20][CH2:21][CH2:22][CH2:23][CH2:24][O:25][C:26]1[CH:31]=[CH:30][C:29](/[CH:32]=[CH:13]/[C:12]2[CH:15]=[CH:16][C:9]([O:8][CH:3]3[CH2:4][CH2:5][CH2:6][CH2:7][O:2]3)=[CH:10][CH:11]=2)=[CH:28][CH:27]=1, predict the reactants needed to synthesize it. The reactants are: [Li].[O:2]1[CH2:7][CH2:6][CH2:5][CH2:4][CH:3]1[O:8][C:9]1[CH:16]=[CH:15][C:12]([CH:13]=O)=[CH:11][CH:10]=1.[Br-].[OH:18][CH2:19][CH2:20][CH2:21][CH2:22][CH2:23][CH2:24][O:25][C:26]1[CH:31]=[CH:30][C:29]([CH2:32][P+](C2C=CC=CC=2)(C2C=CC=CC=2)C2C=CC=CC=2)=[CH:28][CH:27]=1. (3) Given the product [NH2:1][C:2]1[N:7]=[CH:6][N:5]=[C:4]2[N:8]([CH:12]([C:14]3[C:15]([O:31][CH3:32])=[C:16]([CH:22]4[CH2:25][N:24]([C@H:26]([CH3:30])[C:27]([N:51]([CH3:53])[CH3:52])=[O:29])[CH2:23]4)[C:17]([CH3:21])=[C:18]([Cl:20])[CH:19]=3)[CH3:13])[N:9]=[C:10]([CH3:11])[C:3]=12, predict the reactants needed to synthesize it. The reactants are: [NH2:1][C:2]1[N:7]=[CH:6][N:5]=[C:4]2[N:8]([CH:12]([C:14]3[C:15]([O:31][CH3:32])=[C:16]([CH:22]4[CH2:25][N:24]([C@H:26]([CH3:30])[C:27]([OH:29])=O)[CH2:23]4)[C:17]([CH3:21])=[C:18]([Cl:20])[CH:19]=3)[CH3:13])[N:9]=[C:10]([CH3:11])[C:3]=12.F[P-](F)(F)(F)(F)F.N1(O[P+](N(C)C)(N(C)C)[N:51]([CH3:53])[CH3:52])C2C=CC=CC=2N=N1.C(N(CC)CC)C.Cl.CNC. (4) Given the product [N:15]1[CH:16]=[CH:17][N:18]2[CH:23]=[CH:22][N:21]=[C:20]([N:24]3[CH2:28][CH2:27][C@H:26]([NH:29][C:12]([C:9]4[N:10]=[N:11][N:7]([C:1]5[CH:2]=[CH:3][CH:4]=[CH:5][CH:6]=5)[N:8]=4)=[O:14])[CH2:25]3)[C:19]=12, predict the reactants needed to synthesize it. The reactants are: [C:1]1([N:7]2[N:11]=[N:10][C:9]([C:12]([OH:14])=O)=[N:8]2)[CH:6]=[CH:5][CH:4]=[CH:3][CH:2]=1.[N:15]1[CH:16]=[CH:17][N:18]2[CH:23]=[CH:22][N:21]=[C:20]([N:24]3[CH2:28][CH2:27][C@H:26]([NH2:29])[CH2:25]3)[C:19]=12.C(N(CC)CC)C.CN(C(ON1N=NC2C=CC=NC1=2)=[N+](C)C)C.F[P-](F)(F)(F)(F)F. (5) Given the product [OH:8][CH2:9][C:10]1[CH:15]=[CH:14][C:13]([SiH:16]([CH:20]([CH3:22])[CH3:21])[CH:17]([CH3:18])[CH3:19])=[CH:12][CH:11]=1, predict the reactants needed to synthesize it. The reactants are: [H-].[H-].[H-].[H-].[Li+].[Al+3].C[O:8][C:9](=O)[C:10]1[CH:15]=[CH:14][C:13]([SiH:16]([CH:20]([CH3:22])[CH3:21])[CH:17]([CH3:19])[CH3:18])=[CH:12][CH:11]=1.C(OCC)(=O)C. (6) The reactants are: Br[C:2]1[CH:11]=[CH:10][C:5]([C:6]([O:8][CH3:9])=[O:7])=[CH:4][C:3]=1[C:12]([O:14][CH3:15])=[O:13].[C:16](#[N:19])[CH:17]=[CH2:18].C1(CNCC2CCCCC2)CCCCC1.C(P(C(C)(C)C)C(C)(C)C)(C)(C)C. Given the product [C:16]([CH:17]=[CH:18][C:2]1[CH:11]=[CH:10][C:5]([C:6]([O:8][CH3:9])=[O:7])=[CH:4][C:3]=1[C:12]([O:14][CH3:15])=[O:13])#[N:19], predict the reactants needed to synthesize it.